From a dataset of Forward reaction prediction with 1.9M reactions from USPTO patents (1976-2016). Predict the product of the given reaction. The product is: [CH3:36][C:33]1[CH:34]=[CH:35][N:22]2[C:23]=1[C:24](=[O:32])[N:25]([C:26]1[CH:27]=[CH:28][CH:29]=[CH:30][CH:31]=1)[C:20]([C@@H:18]([NH:17][C:15]1[C:16]3[C:8]([C:6]4[CH:5]=[CH:4][N:3]=[C:2]([NH:1][S:52]([CH2:51][CH:48]5[CH2:49][CH2:50][O:45][CH2:46][CH2:47]5)(=[O:54])=[O:53])[CH:7]=4)=[CH:9][N:10]([CH2:37][O:38][CH2:39][CH2:40][Si:41]([CH3:42])([CH3:44])[CH3:43])[C:11]=3[N:12]=[CH:13][N:14]=1)[CH3:19])=[N:21]2. Given the reactants [NH2:1][C:2]1[CH:7]=[C:6]([C:8]2[C:16]3[C:15]([NH:17][C@H:18]([C:20]4[N:25]([C:26]5[CH:31]=[CH:30][CH:29]=[CH:28][CH:27]=5)[C:24](=[O:32])[C:23]5=[C:33]([CH3:36])[CH:34]=[CH:35][N:22]5[N:21]=4)[CH3:19])=[N:14][CH:13]=[N:12][C:11]=3[N:10]([CH2:37][O:38][CH2:39][CH2:40][Si:41]([CH3:44])([CH3:43])[CH3:42])[CH:9]=2)[CH:5]=[CH:4][N:3]=1.[O:45]1[CH2:50][CH2:49][CH:48]([CH2:51][S:52](Cl)(=[O:54])=[O:53])[CH2:47][CH2:46]1.C(N(CC)CC)C, predict the reaction product.